This data is from Catalyst prediction with 721,799 reactions and 888 catalyst types from USPTO. The task is: Predict which catalyst facilitates the given reaction. (1) Reactant: [CH3:1][N:2]1[C:6]([CH3:7])=[CH:5][C:4]([NH:8][C:9](=[O:23])[C:10]2[CH:15]=[C:14]([OH:16])[CH:13]=[C:12]([O:17][CH:18]([CH2:21][F:22])[CH2:19][F:20])[CH:11]=2)=[N:3]1.C(=O)([O-])[O-].[K+].[K+].[N:30]1([C:34]([C:36]2[CH:37]=[C:38]([Cl:43])[C:39](Cl)=[N:40][CH:41]=2)=[O:35])[CH2:33][CH2:32][CH2:31]1. Product: [N:30]1([C:34]([C:36]2[CH:37]=[C:38]([Cl:43])[C:39]([O:16][C:14]3[CH:15]=[C:10]([CH:11]=[C:12]([O:17][CH:18]([CH2:19][F:20])[CH2:21][F:22])[CH:13]=3)[C:9]([NH:8][C:4]3[CH:5]=[C:6]([CH3:7])[N:2]([CH3:1])[N:3]=3)=[O:23])=[N:40][CH:41]=2)=[O:35])[CH2:33][CH2:32][CH2:31]1. The catalyst class is: 10. (2) Reactant: [CH:1]1([N:4]2[C:8]([O:9][CH2:10][C:11]3[N:12]=[N:13][N:14]([C:16]4[CH:21]=[CH:20][CH:19]=[C:18](I)[CH:17]=4)[N:15]=3)=[N:7][N:6]=[C:5]2[C:23]2[CH:28]=[CH:27][N:26]=[CH:25][CH:24]=2)[CH2:3][CH2:2]1.[CH3:29][N:30](C=O)C. Product: [CH:1]1([N:4]2[C:5]([C:23]3[CH:28]=[CH:27][N:26]=[CH:25][CH:24]=3)=[N:6][N:7]=[C:8]2[O:9][CH2:10][C:11]2[N:12]=[N:13][N:14]([C:16]3[CH:17]=[C:18]([CH:19]=[CH:20][CH:21]=3)[C:29]#[N:30])[N:15]=2)[CH2:3][CH2:2]1. The catalyst class is: 507. (3) Reactant: [CH2:1]([O:8][C:9]([N:11]1[CH2:16][CH2:15][C@H:14]([C:17]2[NH:18][CH:19]=[C:20]([C:22]3[CH:27]=[CH:26][C:25]([F:28])=[C:24]([CH3:29])[CH:23]=3)[N:21]=2)[C@H:13]([F:30])[CH2:12]1)=[O:10])[C:2]1[CH:7]=[CH:6][CH:5]=[CH:4][CH:3]=1.[H-].[Na+].[C:33]([O:37][C:38]([N:40]1[CH2:43][CH:42]([CH2:44]I)[CH2:41]1)=[O:39])([CH3:36])([CH3:35])[CH3:34]. Product: [CH2:1]([O:8][C:9]([N:11]1[CH2:16][CH2:15][C@H:14]([C:17]2[N:18]([CH2:44][CH:42]3[CH2:43][N:40]([C:38]([O:37][C:33]([CH3:34])([CH3:36])[CH3:35])=[O:39])[CH2:41]3)[CH:19]=[C:20]([C:22]3[CH:27]=[CH:26][C:25]([F:28])=[C:24]([CH3:29])[CH:23]=3)[N:21]=2)[C@H:13]([F:30])[CH2:12]1)=[O:10])[C:2]1[CH:7]=[CH:6][CH:5]=[CH:4][CH:3]=1. The catalyst class is: 3.